Dataset: Forward reaction prediction with 1.9M reactions from USPTO patents (1976-2016). Task: Predict the product of the given reaction. (1) The product is: [C:1]([C:5]1[CH:11]=[C:10]([O:12][C:19](=[O:20])[C:18]([CH3:23])([CH3:22])[CH3:17])[C:9]([C:13]([CH3:16])([CH3:15])[CH3:14])=[CH:8][C:6]=1[OH:7])([CH3:4])([CH3:3])[CH3:2]. Given the reactants [C:1]([C:5]1[CH:11]=[C:10]([OH:12])[C:9]([C:13]([CH3:16])([CH3:15])[CH3:14])=[CH:8][C:6]=1[OH:7])([CH3:4])([CH3:3])[CH3:2].[CH3:17][C:18]([CH3:23])([CH3:22])[C:19](O)=[O:20].S(=O)(=O)(O)O, predict the reaction product. (2) The product is: [Br-:24].[C:10]([C:9]([C:18]1[CH:19]=[CH:20][CH:21]=[CH:22][CH:23]=1)([C:12]1[CH:13]=[CH:14][CH:15]=[CH:16][CH:17]=1)[C:4]12[CH2:5][CH2:6][N+:1]([CH2:25][CH2:26][CH2:27][OH:28])([CH2:2][CH2:3]1)[CH2:8][CH2:7]2)#[N:11]. Given the reactants [N:1]12[CH2:8][CH2:7][C:4]([C:9]([C:18]3[CH:23]=[CH:22][CH:21]=[CH:20][CH:19]=3)([C:12]3[CH:17]=[CH:16][CH:15]=[CH:14][CH:13]=3)[C:10]#[N:11])([CH2:5][CH2:6]1)[CH2:3][CH2:2]2.[Br:24][CH2:25][CH2:26][CH2:27][OH:28], predict the reaction product. (3) Given the reactants [CH3:1][O:2][C:3]1[CH:12]=[C:11]2[C:6]([CH2:7][CH2:8][CH2:9][CH:10]2[C:13]([OH:15])=O)=[CH:5][CH:4]=1.[CH:16]([C:19]1[CH:24]=[CH:23][C:22]([NH:25][CH2:26][C:27]2[CH:32]=[CH:31][C:30]([O:33][CH3:34])=[CH:29][CH:28]=2)=[CH:21][CH:20]=1)([CH3:18])[CH3:17], predict the reaction product. The product is: [CH:16]([C:19]1[CH:24]=[CH:23][C:22]([N:25]([CH2:26][C:27]2[CH:28]=[CH:29][C:30]([O:33][CH3:34])=[CH:31][CH:32]=2)[C:13]([CH:10]2[C:11]3[C:6](=[CH:5][CH:4]=[C:3]([O:2][CH3:1])[CH:12]=3)[CH2:7][CH2:8][CH2:9]2)=[O:15])=[CH:21][CH:20]=1)([CH3:18])[CH3:17].